From a dataset of Full USPTO retrosynthesis dataset with 1.9M reactions from patents (1976-2016). Predict the reactants needed to synthesize the given product. (1) Given the product [O:21]1[CH2:3][CH2:4][CH:1]([CH2:5][O:6][C:7]2[CH:15]=[CH:14][CH:13]=[C:12]3[C:8]=2[CH:9]=[C:10]([C:16]([OH:18])=[O:17])[NH:11]3)[CH2:2]1, predict the reactants needed to synthesize it. The reactants are: [CH:1]1([CH2:5][O:6][C:7]2[CH:15]=[CH:14][CH:13]=[C:12]3[C:8]=2[CH:9]=[C:10]([C:16]([OH:18])=[O:17])[NH:11]3)[CH2:4][CH2:3][CH2:2]1.C([O:21]C(C1NC2C(C=1)=C(O)C=CC=2)=O)C. (2) Given the product [N:1]1[NH:2][C:3]2[CH:4]=[CH:5][C:6]([CH:18]=[O:19])=[C:7]3[CH2:13][CH2:12][C:11]4[CH:14]=[CH:15][CH:16]=[CH:17][C:10]=4[C:9]=1[C:8]=23, predict the reactants needed to synthesize it. The reactants are: [N:1]1[NH:2][C:3]2[CH:4]=[CH:5][C:6]([CH2:18][OH:19])=[C:7]3[CH2:13][CH2:12][C:11]4[CH:14]=[CH:15][CH:16]=[CH:17][C:10]=4[C:9]=1[C:8]=23. (3) Given the product [C:11]([C:14]1[C:23]2[C:18](=[CH:19][CH:20]=[CH:21][CH:22]=2)[C:17]([C:24]([NH:1][CH2:2][C:3](=[O:4])[NH:5][CH2:6][C:7]([F:10])([F:9])[F:8])=[O:25])=[CH:16][CH:15]=1)(=[O:13])[CH3:12], predict the reactants needed to synthesize it. The reactants are: [NH2:1][CH2:2][C:3]([NH:5][CH2:6][C:7]([F:10])([F:9])[F:8])=[O:4].[C:11]([C:14]1[C:23]2[C:18](=[CH:19][CH:20]=[CH:21][CH:22]=2)[C:17]([C:24](Cl)=[O:25])=[CH:16][CH:15]=1)(=[O:13])[CH3:12].C(N(CC)CC)C. (4) Given the product [Cl:19][C:20]1[N:21]=[C:22]([C:27]([NH:11][C@H:10]2[CH2:9][CH2:8][N:7]([C:12](=[O:17])[C:13]([F:16])([F:14])[F:15])[CH2:6][C@H:5]2[O:4][CH2:3][CH:2]([F:1])[F:18])=[O:28])[NH:23][C:24]=1[CH2:25][CH3:26], predict the reactants needed to synthesize it. The reactants are: [F:1][CH:2]([F:18])[CH2:3][O:4][C@H:5]1[C@@H:10]([NH2:11])[CH2:9][CH2:8][N:7]([C:12](=[O:17])[C:13]([F:16])([F:15])[F:14])[CH2:6]1.[Cl:19][C:20]1[N:21]=[C:22]([C:27](O)=[O:28])[NH:23][C:24]=1[CH2:25][CH3:26].CCN=C=NCCCN(C)C.Cl.C1C=CC2N(O)N=NC=2C=1.